This data is from Catalyst prediction with 721,799 reactions and 888 catalyst types from USPTO. The task is: Predict which catalyst facilitates the given reaction. (1) Reactant: [N:1]1([C:6]2[CH:26]=[CH:25][C:9]([CH2:10][C:11]3[C:12]([O:23][CH3:24])=[N:13][C:14]4[C:19]([C:20]=3[Cl:21])=[CH:18][C:17](I)=[CH:16][CH:15]=4)=[CH:8][CH:7]=2)[CH:5]=[N:4][CH:3]=[N:2]1.[C:27]([CH:35]1[CH2:40][CH2:39][N:38]([C:41](=[O:43])[CH3:42])[CH2:37][CH2:36]1)(=[O:34])[C:28]1[CH:33]=[CH:32][CH:31]=[CH:30][CH:29]=1.O.[Cl-].[Na+]. The catalyst class is: 54. Product: [N:1]1([C:6]2[CH:26]=[CH:25][C:9]([CH2:10][C:11]3[C:12]([O:23][CH3:24])=[N:13][C:14]4[C:19]([C:20]=3[Cl:21])=[CH:18][C:17]([C:27]([OH:34])([C:28]3[CH:33]=[CH:32][CH:31]=[CH:30][CH:29]=3)[CH:35]3[CH2:40][CH2:39][N:38]([C:41](=[O:43])[CH3:42])[CH2:37][CH2:36]3)=[CH:16][CH:15]=4)=[CH:8][CH:7]=2)[CH:5]=[N:4][CH:3]=[N:2]1. (2) Reactant: [H-].[H-].[H-].[H-].[Li+].[Al+3].C(O[C:12]([N:14]1[CH2:18][CH2:17][CH2:16][C@@H:15]1[CH2:19][O:20][C:21]1[CH:26]=[CH:25][C:24]([N:27]2[C:35](=O)[C:34]3[C:29](=[CH:30][CH:31]=[CH:32][CH:33]=3)[C:28]2=O)=[CH:23][CH:22]=1)=O)(C)(C)C.O.[OH-].[Na+]. Product: [CH3:12][N:14]1[CH2:18][CH2:17][CH2:16][C@@H:15]1[CH2:19][O:20][C:21]1[CH:22]=[CH:23][C:24]([N:27]2[CH2:28][C:29]3[C:34](=[CH:33][CH:32]=[CH:31][CH:30]=3)[CH2:35]2)=[CH:25][CH:26]=1. The catalyst class is: 1. (3) Reactant: [NH:1]([C:3]([C:5]1[CH:10]=[CH:9][N:8]2[C:11]([C:14]3[CH:15]=[C:16]([NH:20][C:21]([NH:23][CH2:24][C:25]([F:28])([F:27])[F:26])=[O:22])[CH:17]=[CH:18][CH:19]=3)=[CH:12][N:13]=[C:7]2[CH:6]=1)=[O:4])[NH2:2].[OH-].[K+].[C:31](=[S:33])=S.[CH3:34]I. Product: [CH3:34][S:33][C:31]1[O:4][C:3]([C:5]2[CH:10]=[CH:9][N:8]3[C:11]([C:14]4[CH:15]=[C:16]([NH:20][C:21]([NH:23][CH2:24][C:25]([F:28])([F:27])[F:26])=[O:22])[CH:17]=[CH:18][CH:19]=4)=[CH:12][N:13]=[C:7]3[CH:6]=2)=[N:1][N:2]=1. The catalyst class is: 14. (4) Reactant: CC(OC([NH:8][CH:9]1[CH2:14][CH2:13][CH:12]([C:15]([OH:17])=[O:16])[CH2:11][CH2:10]1)=O)(C)C.[CH3:18]OC(OC)(C)C.Cl.CCOCC. Product: [CH3:18][O:17][C:15]([CH:12]1[CH2:11][CH2:10][CH:9]([NH2:8])[CH2:14][CH2:13]1)=[O:16]. The catalyst class is: 5.